This data is from Human Reference Interactome with 51,813 positive PPI pairs across 8,248 proteins, plus equal number of experimentally-validated negative pairs. The task is: Binary Classification. Given two protein amino acid sequences, predict whether they physically interact or not. Result: 0 (the proteins do not interact). Protein 1 (ENSG00000114744) has sequence MLLELSEEHKEHLAFLPQVDSAVVAEFGRIAVEFLRRGANPKIYEGAARKLNVSSDTVQHGVEGLTYLLTESSKLMVRDFLDCFVLAGFLRTVWCTLHHSPGRFLNWISKTLFLFWDSLKN*MLLELSEEHKEHLAFLPQVDSAVVAEFGRIAVEFLRRGANPKIYEGAARKLNVSSDTVQHGVEGLTYLLTESSKLMISELDFQDSVFVLGFSEELNKLLLQLYLDNRKEIRTILSELAPSLPSYHNLEWRLDVQM*MLLELSEEHKEHLAFLPQVDSAVVAEFGRIAVEFLRRGANPK.... Protein 2 (ENSG00000160688) has sequence MKGLFQNPAVQFHSKELYVAADEASIAPILAEAQAHFGRRLGLGSYPDWGSNYYQVKLTLDSEEEGPLEECLAYLTARLPQGSLVPYMPNAVEQASEAVYKLAESGNYLMFQTPSRSCISAASPLSLSWNSFYRTLSREQAIPENQIASPPSEAKGAEEPWMGPFPGQQG*MGWDLGTRLFQRQEQRSRLSRIWLEKTRVFLEGSTRTPALPHCLFWLLQVPSTQDPLFPGYGPQCPVDLAGPPCLRPLFGGLGGYWRALQRGREGRTMTSRASELSPGRSVTAGIIIVGDEILKGHTQD....